This data is from Forward reaction prediction with 1.9M reactions from USPTO patents (1976-2016). The task is: Predict the product of the given reaction. (1) Given the reactants C([O:5][C:6]([CH:8]1[CH:12]([C:13]2[CH:18]=[CH:17][CH:16]=[C:15]([Cl:19])[C:14]=2[F:20])[C:11]([C:23]2[CH:28]=[CH:27][C:26]([Cl:29])=[CH:25][C:24]=2[F:30])([C:21]#[N:22])[CH:10]([CH2:31][C:32]([C:35]([O:37][CH2:38][C:39]2[CH:44]=[CH:43][CH:42]=[CH:41][CH:40]=2)=[O:36])([CH3:34])[CH3:33])[NH:9]1)=[O:7])(C)(C)C.[F:45][C:46]([F:51])([F:50])[C:47]([OH:49])=[O:48], predict the reaction product. The product is: [F:45][C:46]([F:51])([F:50])[C:47]([OH:49])=[O:48].[CH2:38]([O:37][C:35]([C:32]([CH3:34])([CH3:33])[CH2:31][CH:10]1[NH:9][CH:8]([C:6]([OH:7])=[O:5])[CH:12]([C:13]2[CH:18]=[CH:17][CH:16]=[C:15]([Cl:19])[C:14]=2[F:20])[C:11]1([C:23]1[CH:28]=[CH:27][C:26]([Cl:29])=[CH:25][C:24]=1[F:30])[C:21]#[N:22])=[O:36])[C:39]1[CH:44]=[CH:43][CH:42]=[CH:41][CH:40]=1. (2) Given the reactants Br[C:2]1[C:3]2[C:8]([C:9]([Si:16]([C:29]3[CH:34]=[CH:33][CH:32]=[CH:31][CH:30]=3)([C:23]3[CH:28]=[CH:27][CH:26]=[CH:25][CH:24]=3)[C:17]3[CH:22]=[CH:21][CH:20]=[CH:19][CH:18]=3)=[C:10]3[C:15]=1[CH:14]=[CH:13][CH:12]=[CH:11]3)=[CH:7][CH:6]=[CH:5][CH:4]=2.[CH:35]1[C:44]2[C:39](=[CH:40][CH:41]=[CH:42][CH:43]=2)[CH:38]=[CH:37][C:36]=1B(O)O.C([O-])([O-])=O.[K+].[K+], predict the reaction product. The product is: [CH:35]1[C:44]2[C:39](=[CH:40][CH:41]=[CH:42][CH:43]=2)[CH:38]=[CH:37][C:36]=1[C:2]1[C:15]2[C:10]([C:9]([Si:16]([C:29]3[CH:34]=[CH:33][CH:32]=[CH:31][CH:30]=3)([C:23]3[CH:24]=[CH:25][CH:26]=[CH:27][CH:28]=3)[C:17]3[CH:22]=[CH:21][CH:20]=[CH:19][CH:18]=3)=[C:8]3[C:3]=1[CH:4]=[CH:5][CH:6]=[CH:7]3)=[CH:11][CH:12]=[CH:13][CH:14]=2. (3) Given the reactants [CH3:1][O:2][C:3](=[O:18])[C:4]1[CH:9]=[CH:8][C:7]([O:10][CH:11]2[CH2:14][C:13]([F:16])([F:15])[CH2:12]2)=[C:6](Br)[CH:5]=1.[Cl:19][C:20]1[CH:21]=[C:22](B(O)O)[CH:23]=[CH:24][C:25]=1[O:26][CH3:27].C([O-])([O-])=O.[K+].[K+].C1(P(C2C=CC=CC=2)C2C=CC=CC=2)C=CC=CC=1, predict the reaction product. The product is: [CH3:1][O:2][C:3]([C:4]1[CH:5]=[C:6]([C:22]2[CH:23]=[CH:24][C:25]([O:26][CH3:27])=[C:20]([Cl:19])[CH:21]=2)[C:7]([O:10][CH:11]2[CH2:14][C:13]([F:16])([F:15])[CH2:12]2)=[CH:8][CH:9]=1)=[O:18]. (4) The product is: [CH3:20][C:21]1[CH:22]=[CH:23][C:24]([N:30]2[N:34]=[CH:33][CH:32]=[N:31]2)=[C:25]([C:26]([N:12]2[CH2:13][CH2:14][CH2:15][CH2:16][C@H:11]2[CH2:10][C:9]2[CH:17]=[CH:18][CH:19]=[C:7]([N:3]3[N:4]=[CH:5][CH:6]=[N:2]3)[CH:8]=2)=[O:27])[CH:29]=1. Given the reactants Cl.[N:2]1[N:3]([C:7]2[CH:8]=[C:9]([CH:17]=[CH:18][CH:19]=2)[CH2:10][C@@H:11]2[CH2:16][CH2:15][CH2:14][CH2:13][NH:12]2)[N:4]=[CH:5][CH:6]=1.[CH3:20][C:21]1[CH:22]=[CH:23][C:24]([N:30]2[N:34]=[CH:33][CH:32]=[N:31]2)=[C:25]([CH:29]=1)[C:26](O)=[O:27], predict the reaction product. (5) Given the reactants [CH3:1][C:2]1([CH3:17])[CH2:11][C:10]([CH3:13])([CH3:12])[C:9]2[C:4](=[CH:5][CH:6]=[C:7]([C:14]([OH:16])=[O:15])[CH:8]=2)[O:3]1.C(OC1C=CC(O)=CC=1C(C)(C)C)(=O)C.[C:33]([O:37][C:38](=[O:47])[CH2:39][C:40]1[CH:45]=[CH:44][C:43](O)=[CH:42][CH:41]=1)([CH3:36])([CH3:35])[CH3:34].C(OCC)(=O)C, predict the reaction product. The product is: [C:33]([O:37][C:38]([CH2:39][C:40]1[CH:41]=[CH:42][C:43]([O:15][C:14]([C:7]2[CH:8]=[C:9]3[C:4](=[CH:5][CH:6]=2)[O:3][C:2]([CH3:17])([CH3:1])[CH2:11][C:10]3([CH3:12])[CH3:13])=[O:16])=[CH:44][CH:45]=1)=[O:47])([CH3:36])([CH3:34])[CH3:35]. (6) Given the reactants [C:1]1(OB=O)[CH:6]=[CH:5][CH:4]=[CH:3][CH:2]=1.P([O-])([O-])([O-])=O.[K+].[K+].[K+].Cl[C:19]1[CH:24]=[CH:23][N:22]=[C:21]([C:25]([NH:27][C:28]2[CH:40]=[C:39]([C:41]3[CH:46]=[CH:45][CH:44]=[CH:43][CH:42]=3)[CH:38]=[CH:37][C:29]=2[C:30]([O:32][C:33]([CH3:36])([CH3:35])[CH3:34])=[O:31])=[O:26])[CH:20]=1.C(O)(=O)CC(CC(O)=O)(C(O)=O)O, predict the reaction product. The product is: [C:41]1([C:39]2[CH:38]=[CH:37][C:29]([C:30]([O:32][C:33]([CH3:36])([CH3:35])[CH3:34])=[O:31])=[C:28]([NH:27][C:25]([C:21]3[CH:20]=[C:19]([C:1]4[CH:6]=[CH:5][CH:4]=[CH:3][CH:2]=4)[CH:24]=[CH:23][N:22]=3)=[O:26])[CH:40]=2)[CH:46]=[CH:45][CH:44]=[CH:43][CH:42]=1.